Dataset: hERG potassium channel inhibition data for cardiac toxicity prediction from Karim et al.. Task: Regression/Classification. Given a drug SMILES string, predict its toxicity properties. Task type varies by dataset: regression for continuous values (e.g., LD50, hERG inhibition percentage) or binary classification for toxic/non-toxic outcomes (e.g., AMES mutagenicity, cardiotoxicity, hepatotoxicity). Dataset: herg_karim. (1) The compound is COc1cc(C(=O)NCCN2CCCC2)ccc1Oc1ccc(Cl)cc1NS(=O)(=O)c1ccc(Cl)c(C(F)(F)F)c1. The result is 0 (non-blocker). (2) The compound is O=C(NC[C@@H](O)CN1CCC(Oc2ccc(Cl)c(Cl)c2)CC1)c1c[nH]c(=O)c2cc(S(=O)(=O)N3CCC3)ccc12. The result is 1 (blocker). (3) The result is 1 (blocker). The drug is CC(=O)N1CCC(c2cc(C)c(C(=O)NC(=N)N)cc2C(F)(F)F)CC1. (4) The drug is O=C(NC1CC1)c1cn(-c2cccc(C#Cc3ccc[n+]([O-])c3)c2)c2ncccc2c1=O. The result is 0 (non-blocker). (5) The compound is COc1ccc2ncc(F)c(CC[C@]34CC[C@](NCc5nc6c(c(C)c5F)OCC(=O)N6)(CC3)CO4)c2n1. The result is 1 (blocker). (6) The compound is Cc1noc(-c2ccccc2)c1CCN1Cc2ccc(C=CC(=O)NO)cc2C1. The result is 0 (non-blocker). (7) The drug is COC(=O)C(c1ccccc1)C1CCCCN1. The result is 0 (non-blocker).